From a dataset of Forward reaction prediction with 1.9M reactions from USPTO patents (1976-2016). Predict the product of the given reaction. (1) Given the reactants Cl[CH2:2][C:3]([C:5]1[NH:6][C:7]2[C:12]([CH:13]=1)=[CH:11][CH:10]=[CH:9][C:8]=2[N:14]([CH3:23])[S:15]([C:18]1[S:19][CH:20]=[CH:21][CH:22]=1)(=[O:17])=[O:16])=O.[CH3:24][NH:25][C:26]([NH2:28])=[S:27].CN(C)C(=O)C, predict the reaction product. The product is: [CH3:23][N:14]([C:8]1[CH:9]=[CH:10][CH:11]=[C:12]2[C:7]=1[NH:6][C:5]([C:3]1[N:28]=[C:26]([NH:25][CH3:24])[S:27][CH:2]=1)=[CH:13]2)[S:15]([C:18]1[S:19][CH:20]=[CH:21][CH:22]=1)(=[O:17])=[O:16]. (2) Given the reactants [Cl:1][C:2]1[N:3]=[CH:4][C:5]([C:8]#[N:9])=[N:6][CH:7]=1.[CH3:10][O-:11].[Na+].[Cl-].[NH4+:14], predict the reaction product. The product is: [ClH:1].[CH3:10][O:11][C:2]1[N:3]=[CH:4][C:5]([C:8](=[NH:9])[NH2:14])=[N:6][CH:7]=1. (3) Given the reactants [CH3:1][N:2]([CH3:7])[CH2:3][CH2:4][CH2:5][OH:6].[H-].[Na+].[F:10][C:11]1[C:17](F)=[CH:16][C:14]([NH2:15])=[C:13]([N+:19]([O-:21])=[O:20])[CH:12]=1.O, predict the reaction product. The product is: [CH3:1][N:2]([CH3:7])[CH2:3][CH2:4][CH2:5][O:6][C:17]1[C:11]([F:10])=[CH:12][C:13]([N+:19]([O-:21])=[O:20])=[C:14]([NH2:15])[CH:16]=1. (4) Given the reactants [C:1]([NH:5][C:6](=[O:8])[OH:7])([CH3:4])([CH3:3])[CH3:2].CO[CH2:11][C:12]1([S:15]([NH2:18])(=[O:17])=[O:16])[CH2:14][CH2:13]1.ClC[C:21]1[C:22]([CH3:27])=[N:23][O:24][C:25]=1[CH3:26], predict the reaction product. The product is: [CH3:27][C:22]1[C:21]([CH2:11][C:12]2([S:15]([NH2:18])(=[O:16])=[O:17])[CH2:13][CH2:14]2)=[C:25]([CH3:26])[O:24][N:23]=1.[C:1]([NH:5][C:6](=[O:7])[O-:8])([CH3:4])([CH3:3])[CH3:2]. (5) Given the reactants [Cl:1][C:2]1[N:7]=[CH:6][C:5]([C:8]2[CH:9]=[CH:10][C:11]3[N:12]([C:14](I)=[C:15]([NH:17][C:18](=[O:20])[CH3:19])[N:16]=3)[N:13]=2)=[CH:4][C:3]=1[NH:22][S:23]([C:26]1[CH:31]=[CH:30][CH:29]=[C:28]([O:32][CH:33]([F:35])[F:34])[CH:27]=1)(=[O:25])=[O:24].[CH3:36][C:37]1[CH:42]=[C:41](B(O)O)[CH:40]=[CH:39][N:38]=1, predict the reaction product. The product is: [Cl:1][C:2]1[N:7]=[CH:6][C:5]([C:8]2[CH:9]=[CH:10][C:11]3[N:12]([C:14]([C:41]4[CH:40]=[CH:39][N:38]=[C:37]([CH3:36])[CH:42]=4)=[C:15]([NH:17][C:18](=[O:20])[CH3:19])[N:16]=3)[N:13]=2)=[CH:4][C:3]=1[NH:22][S:23]([C:26]1[CH:31]=[CH:30][CH:29]=[C:28]([O:32][CH:33]([F:35])[F:34])[CH:27]=1)(=[O:25])=[O:24]. (6) Given the reactants CCCC[N+](CCCC)(CCCC)CCCC.[F-].[Br:19][C:20]1[CH:21]=[CH:22][C:23]([O:40][Si](C(C)(C)C)(C)C)=[C:24]([CH:26]([C:31]([C:33]2[CH:38]=[CH:37][C:36]([F:39])=[CH:35][CH:34]=2)=[O:32])[C:27]([O:29][CH3:30])=[O:28])[CH:25]=1, predict the reaction product. The product is: [Br:19][C:20]1[CH:21]=[CH:22][C:23]([OH:40])=[C:24]([CH:26]([C:31]([C:33]2[CH:34]=[CH:35][C:36]([F:39])=[CH:37][CH:38]=2)=[O:32])[C:27]([O:29][CH3:30])=[O:28])[CH:25]=1.